Task: Predict the product of the given reaction.. Dataset: Forward reaction prediction with 1.9M reactions from USPTO patents (1976-2016) (1) Given the reactants [CH:1]1[CH:6]=[CH:5][CH:4]=[CH:3][CH:2]=1.[N+:7]([O-])([OH:9])=[O:8], predict the reaction product. The product is: [N+:7]([C:1]1[CH:6]=[CH:5][CH:4]=[CH:3][CH:2]=1)([O-:9])=[O:8]. (2) Given the reactants [C:1]([C:4]1[CH:5]=[N:6][CH:7]=[CH:8][CH:9]=1)(=[O:3])[CH3:2].[Br:10]Br, predict the reaction product. The product is: [BrH:10].[Br:10][CH2:2][C:1]([C:4]1[CH:5]=[N:6][CH:7]=[CH:8][CH:9]=1)=[O:3]. (3) Given the reactants P(Br)(Br)[Br:2].O[CH2:6][C:7]1[S:8][C:9]2[C:16]([C:17]3[CH:18]=[C:19]([CH:25]=[CH:26][CH:27]=3)[C:20]([O:22][CH2:23][CH3:24])=[O:21])=[CH:15][CH:14]=[CH:13][C:10]=2[C:11]=1[CH3:12], predict the reaction product. The product is: [Br:2][CH2:6][C:7]1[S:8][C:9]2[C:16]([C:17]3[CH:18]=[C:19]([CH:25]=[CH:26][CH:27]=3)[C:20]([O:22][CH2:23][CH3:24])=[O:21])=[CH:15][CH:14]=[CH:13][C:10]=2[C:11]=1[CH3:12]. (4) Given the reactants [Cl:1][C:2]1[CH:3]=[C:4]([S:14]([N:17]([CH2:33][C:34]([O:36]C(C)(C)C)=[O:35])[C:18]2[CH:19]=[CH:20][C:21]3[N:22]([CH2:31][CH3:32])[C:23]4[C:28]([C:29]=3[CH:30]=2)=[CH:27][CH:26]=[CH:25][CH:24]=4)(=[O:16])=[O:15])[CH:5]=[C:6]([C:8]#[C:9][Si:10]([CH3:13])([CH3:12])[CH3:11])[CH:7]=1.FC(F)(F)C(O)=O, predict the reaction product. The product is: [Cl:1][C:2]1[CH:3]=[C:4]([S:14]([N:17]([CH2:33][C:34]([OH:36])=[O:35])[C:18]2[CH:19]=[CH:20][C:21]3[N:22]([CH2:31][CH3:32])[C:23]4[C:28]([C:29]=3[CH:30]=2)=[CH:27][CH:26]=[CH:25][CH:24]=4)(=[O:15])=[O:16])[CH:5]=[C:6]([C:8]#[C:9][Si:10]([CH3:13])([CH3:11])[CH3:12])[CH:7]=1. (5) Given the reactants F[C:2]1[C:11]([CH3:12])=[C:10]2[C:5]([CH:6]=[N:7][C:8]([NH:13][C:14]3[CH:22]=[C:21]4[C:17]([CH:18]=[N:19][NH:20]4)=[CH:16][CH:15]=3)=[N:9]2)=[CH:4][CH:3]=1.[NH2:23][CH2:24][CH2:25][N:26]1[CH2:30][CH2:29][CH2:28][CH2:27]1, predict the reaction product. The product is: [NH:20]1[C:21]2[C:17](=[CH:16][CH:15]=[C:14]([NH:13][C:8]3[N:7]=[CH:6][C:5]4[C:10](=[C:11]([CH3:12])[C:2]([NH:23][CH2:24][CH2:25][N:26]5[CH2:30][CH2:29][CH2:28][CH2:27]5)=[CH:3][CH:4]=4)[N:9]=3)[CH:22]=2)[CH:18]=[N:19]1. (6) Given the reactants S(=O)(=O)(O)[OH:2].[F:6][C:7]1[CH:8]=[C:9]([N:14]2[C:19]([CH3:20])=[CH:18][CH:17]=[C:16]([C:21]#N)[C:15]2=[O:23])[CH:10]=[CH:11][C:12]=1[F:13].[OH-:24].[Na+], predict the reaction product. The product is: [F:6][C:7]1[CH:8]=[C:9]([N:14]2[C:19]([CH3:20])=[CH:18][CH:17]=[C:16]([C:21]([OH:2])=[O:24])[C:15]2=[O:23])[CH:10]=[CH:11][C:12]=1[F:13].